Dataset: Reaction yield outcomes from USPTO patents with 853,638 reactions. Task: Predict the reaction yield, written as a fraction of the theoretical maximum amount of product (1.0 means a 100% yield; for example, 0.34 means a 34% yield). (1) The reactants are [N:1]1([C:7]2[CH:16]=[CH:15][CH:14]=[C:13]3[C:8]=2[C:9]([NH2:18])=[N:10][C:11]([NH2:17])=[N:12]3)[CH2:6][CH2:5][NH:4][CH2:3][CH2:2]1.[F:19][C:20]1[CH:27]=[CH:26][CH:25]=[CH:24][C:21]=1[CH2:22]Br. No catalyst specified. The product is [F:19][C:20]1[CH:27]=[CH:26][CH:25]=[CH:24][C:21]=1[CH2:22][N:4]1[CH2:5][CH2:6][N:1]([C:7]2[CH:16]=[CH:15][CH:14]=[C:13]3[C:8]=2[C:9]([NH2:18])=[N:10][C:11]([NH2:17])=[N:12]3)[CH2:2][CH2:3]1. The yield is 0.500. (2) The reactants are [F:1][C:2]1[CH:7]=[CH:6][C:5]([CH:8]2[CH:17]([C:18]3[S:19][CH:20]=[CH:21][N:22]=3)[C:16](=O)[C:15]3[C:14]([C:24]([O:26]CC)=O)=[CH:13][CH:12]=[CH:11][C:10]=3[NH:9]2)=[CH:4][CH:3]=1.O.[NH2:30][NH2:31]. The catalyst is CO. The product is [F:1][C:2]1[CH:7]=[CH:6][C:5]([CH:8]2[NH:9][C:10]3[C:15]4[C:16](=[N:30][NH:31][C:24](=[O:26])[C:14]=4[CH:13]=[CH:12][CH:11]=3)[CH:17]2[C:18]2[S:19][CH:20]=[CH:21][N:22]=2)=[CH:4][CH:3]=1. The yield is 0.0200. (3) No catalyst specified. The product is [CH3:15][S:16][C:17]1[S:21][C:20]([CH2:22][NH:6][C:5]2[CH:7]=[CH:8][C:9]([C:10]3[O:14][CH:13]=[N:12][CH:11]=3)=[C:3]([O:2][CH3:1])[CH:4]=2)=[CH:19][CH:18]=1. The reactants are [CH3:1][O:2][C:3]1[CH:4]=[C:5]([CH:7]=[CH:8][C:9]=1[C:10]1[O:14][CH:13]=[N:12][CH:11]=1)[NH2:6].[CH3:15][S:16][C:17]1[S:21][C:20]([CH:22]=O)=[CH:19][CH:18]=1. The yield is 0.416. (4) The reactants are [I:1][C:2]1[C:6]([CH:7]=O)=[CH:5][N:4]([CH:9]2[CH2:14][CH2:13][CH2:12][CH2:11][O:10]2)[N:3]=1.[CH3:15][NH:16][CH2:17][CH2:18][NH:19][C:20](=[O:26])[O:21][C:22]([CH3:25])([CH3:24])[CH3:23].[BH-](OC(C)=O)(OC(C)=O)OC(C)=O.[Na+]. The catalyst is ClC(Cl)C. The product is [I:1][C:2]1[C:6]([CH2:7][N:16]([CH3:15])[CH2:17][CH2:18][NH:19][C:20](=[O:26])[O:21][C:22]([CH3:23])([CH3:24])[CH3:25])=[CH:5][N:4]([CH:9]2[CH2:14][CH2:13][CH2:12][CH2:11][O:10]2)[N:3]=1. The yield is 0.830. (5) The product is [Cl:22][CH2:23][C:24]1[N:8]([C:3]2[CH:4]=[CH:5][CH:6]=[CH:7][C:2]=2[Cl:1])[C:9](=[O:10])[C:11]2[C:20](=[CH:19][C:18]3[CH:17]=[CH:16][CH:15]=[CH:14][C:13]=3[CH:12]=2)[N:21]=1. The reactants are [Cl:1][C:2]1[CH:7]=[CH:6][CH:5]=[CH:4][C:3]=1[NH:8][C:9]([C:11]1[C:20]([NH2:21])=[CH:19][C:18]2[C:13](=[CH:14][CH:15]=[CH:16][CH:17]=2)[CH:12]=1)=[O:10].[Cl:22][CH2:23][C:24](Cl)=O. The yield is 0.390. The catalyst is C(O)(=O)C.